From a dataset of KCNQ2 potassium channel screen with 302,405 compounds. Binary Classification. Given a drug SMILES string, predict its activity (active/inactive) in a high-throughput screening assay against a specified biological target. (1) The compound is Fc1c(ccc(NC(=O)CCNC(=O)c2ccccc2)c1)C. The result is 0 (inactive). (2) The compound is s1n(c(=O)c2c1cccc2)c1nc(ccn1)C. The result is 0 (inactive).